This data is from Experimentally validated miRNA-target interactions with 360,000+ pairs, plus equal number of negative samples. The task is: Binary Classification. Given a miRNA mature sequence and a target amino acid sequence, predict their likelihood of interaction. (1) Result: 0 (no interaction). The miRNA is hsa-miR-19b-3p with sequence UGUGCAAAUCCAUGCAAAACUGA. The protein sequence of the target gene is MLRRVTVAAVCATRRKLCEAGRELAALWGIETRGRCEDSAAARPFPILAMPGRNKAKSTCSCPDLQPNGQDLGENSRVARLGADESEEEGRRGSLSNAGDPEIVKSPSDPKQYRYIKLQNGLQALLISDLSNMEGKTGNTTDDEEEEEVEEEEEDDDEDSGAEIEDDDEEGFDDEDEFDDEHDDDLDTEDNELEELEERAEARKKTTEKQSAAALCVGVGSFADPDDLPGLAHFLEHMVFMGSLKYPDENGFDAFLKKHGGSDNASTDCERTVFQFDVQRKYFKEALDRWAQFFIHPLMI.... (2) The miRNA is ath-miR402 with sequence UUCGAGGCCUAUUAAACCUCUG. The protein sequence of the target gene is MESRSVAQAGVQWCDLGSLQAPPPGFTLFSCLSLLSSWDYSSGFSGFCASPIEESHGALISSCNSRTMTDGLVTFRDVAIDFSQEEWECLDPAQRDLYVDVMLENYSNLVSLDLESKTYETKKIFSENDIFEINFSQWEMKDKSKTLGLEASIFRNNWKCKSIFEGLKGHQEGYFSQMIISYEKIPSYRKSKSLTPHQRIHNTEKSYVCKECGKACSHGSKLVQHERTHTAEKHFECKECGKNYLSAYQLNVHQRFHTGEKPYECKECGKTFSWGSSLVKHERIHTGEKPYECKECGKAF.... Result: 0 (no interaction). (3) The miRNA is mmu-miR-125b-2-3p with sequence ACAAGUCAGGUUCUUGGGACCU. The protein sequence of the target gene is MEELTAFVSKSFDQKVKEKKEAITYREVLESGPLRGAKEPGCVEPGRDDRSSPAVRAAGGGGGAGGGGGGGGGGGGGAGGGGAGGGAGGGRSPVRELDMGAAERSREPGSPRLTEVSPELKDRKDDAKGMEDEGQTKIKQRRSRTNFTLEQLNELERLFDETHYPDAFMREELSQRLGLSEARVQVWFQNRRAKCRKQENQLHKGVLIGAASQFEACRVAPYVNVGALRMPFQQDSHCNVTPLSFQVQAQLQLDSAVAHAHHHLHPHLAAHAPYMMFPAPPFGLPLATLAADSASAASVV.... Result: 0 (no interaction). (4) The miRNA is hsa-miR-6511b-5p with sequence CUGCAGGCAGAAGUGGGGCUGACA. The protein sequence of the target gene is MVRILANGEIVQDDDPRVRTTTQPPRGSIPRQSFFNRGHGAPPGGPGPRQQQAGARLGAAQSPFNDLNRQLVNMGFPQWHLGNHAVEPVTSILLLFLLMMLGVRGLLLVGLVYLVSHLSQR. Result: 0 (no interaction). (5) The miRNA is dme-miR-79-3p with sequence UAAAGCUAGAUUACCAAAGCAU. The protein sequence of the target gene is MSARLPVLSPPRWPRLLLLSLLLLGAVPGPRRSGAFYLPGLAPVNFCDEEKKSDECKAEIELFVNRLDSVESVLPYEYTAFDFCQASEGKRPSENLGQVLFGERIEPSPYKFTFNKKETCKLVCTKTYHTEKAEDKQKLEFLKKSMLLNYQHHWIVDNMPVTWCYDVEDGQRFCNPGFPIGCYITDKGHAKDACVISSDFHERDTFYIFNHVDIKIYYHVVETGSMGARLVAAKLEPKSFKHTHIDKPDCSGPPMDISNKASGEIKIAYTYSVSFEEDDKIRWASRWDYILESMPHTHIQ.... Result: 0 (no interaction). (6) The miRNA is mmu-miR-669b-5p with sequence AGUUUUGUGUGCAUGUGCAUGU. The protein sequence of the target gene is MTTEKSLAAEAENSQHQQQKEEGEGATNSGQQETQLEEASQAAAAEGSDQGEQKLKASNGDTPTHEDLTKNKERTSESRGLSRLLSSFLKRPKSQVSEEEGREVESEKEKGEGGQKEIELGNSLDEDIILKAPIAAPEPELKTDPSLDLHSLSSIETQPAQEEHREDPDSETKEGEGIEECSGTEVKEDPESRAEREPEASQKPVRRHRNMHCKVSLLDDTVYECVVEKHAKGQDLLKRVCEHLNLLEEDYFGLALWDSATSKTWLDSAKEIKKQVRGVPWNFTFNVKFYPPDPAQLTED.... Result: 0 (no interaction). (7) The miRNA is hsa-miR-4272 with sequence CAUUCAACUAGUGAUUGU. The protein sequence of the target gene is MTSLNGRHAEKTIDMPKPSAPKVHVQRSVSRDTIAIHFSASGEEEEEEEEEFRGYLEEGLDDQSIVTGLEAKEDLYLESQGGHDPAGPVSTAPADGLSVSESPAILPVSENTVKLLESPAPALQVLSPVPLALSPGSSSSGPLASSPSVSSLSEQKTSSSSPLSSPSKSPVLSSSASSSALSSAKPFMSLVKSLSTEVEPKESPHPPRHRHLMKTLVKSLSTDTSRQESDTVSYKPPDSKLNLHLFKQFTQPRNTGGDSKTAPSSPLTSPSDTRSFFKVPEMEAKIEDTKRRLSEVIYEP.... Result: 0 (no interaction).